Dataset: Full USPTO retrosynthesis dataset with 1.9M reactions from patents (1976-2016). Task: Predict the reactants needed to synthesize the given product. Given the product [Cl:22][C:17]1[CH:16]=[C:15]([C:10]([C:11]([F:14])([F:13])[F:12])=[CH:9][C:8]([C:5]2[CH:6]=[CH:7][C:2]([C:34]([OH:38])=[O:31])=[CH:3][CH:4]=2)=[O:23])[CH:20]=[C:19]([Cl:21])[CH:18]=1, predict the reactants needed to synthesize it. The reactants are: Br[C:2]1[CH:7]=[CH:6][C:5]([C:8](=[O:23])[CH:9]=[C:10]([C:15]2[CH:20]=[C:19]([Cl:21])[CH:18]=[C:17]([Cl:22])[CH:16]=2)[C:11]([F:14])([F:13])[F:12])=[CH:4][CH:3]=1.C(N(CC)CC)C.[OH2:31].[C]=O.[C:34]([OH:38])(C)(C)C.